Predict the reaction yield, written as a fraction of the theoretical maximum amount of product (1.0 means a 100% yield; for example, 0.34 means a 34% yield). From a dataset of Reaction yield outcomes from USPTO patents with 853,638 reactions. The reactants are CC1C=C(C(O)=O)C=CC=1C1C=CC=CC=1C(F)(F)F.[CH3:21][O:22][C:23]1[CH:28]=[C:27]([C:29]([O:31]C)=[O:30])[CH:26]=[CH:25][C:24]=1[C:33]1[CH:38]=[CH:37][CH:36]=[CH:35][C:34]=1[CH3:39]. No catalyst specified. The product is [CH3:21][O:22][C:23]1[CH:28]=[C:27]([C:29]([OH:31])=[O:30])[CH:26]=[CH:25][C:24]=1[C:33]1[CH:38]=[CH:37][CH:36]=[CH:35][C:34]=1[CH3:39]. The yield is 0.830.